This data is from Peptide-MHC class I binding affinity with 185,985 pairs from IEDB/IMGT. The task is: Regression. Given a peptide amino acid sequence and an MHC pseudo amino acid sequence, predict their binding affinity value. This is MHC class I binding data. (1) The peptide sequence is DAVRNTNEA. The MHC is H-2-Kb with pseudo-sequence H-2-Kb. The binding affinity (normalized) is 0.00638. (2) The peptide sequence is TYLYNKYSF. The MHC is HLA-A26:01 with pseudo-sequence HLA-A26:01. The binding affinity (normalized) is 0.0847. (3) The peptide sequence is FRNLAYGRTCVLGK. The MHC is HLA-A30:02 with pseudo-sequence HLA-A30:02. The binding affinity (normalized) is 0.